Dataset: Catalyst prediction with 721,799 reactions and 888 catalyst types from USPTO. Task: Predict which catalyst facilitates the given reaction. (1) Reactant: [CH2:1]([NH2:7])[CH:2]([OH:6])[C:3]([OH:5])=[O:4].[C:8](O[C:8]([O:10][C:11]([CH3:14])([CH3:13])[CH3:12])=[O:9])([O:10][C:11]([CH3:14])([CH3:13])[CH3:12])=[O:9].[OH-].[Na+].Cl. Product: [C:11]([O:10][C:8]([NH:7][CH2:1][CH:2]([OH:6])[C:3]([OH:5])=[O:4])=[O:9])([CH3:14])([CH3:13])[CH3:12]. The catalyst class is: 12. (2) The catalyst class is: 4. Product: [C:2]1([CH3:8])[CH:3]=[CH:4][CH:5]=[C:6]([O:7][CH:29]([CH3:30])[CH2:28][CH2:27][OH:26])[CH:1]=1. Reactant: [CH:1]1[C:6]([OH:7])=[CH:5][CH:4]=[CH:3][C:2]=1[CH3:8].[Si]([O:26][CH2:27][CH2:28][CH:29](O)[CH3:30])(C(C)(C)C)(C1C=CC=CC=1)C1C=CC=CC=1.C1(P(C2C=CC=CC=2)C2C=CC=CC=2)C=CC=CC=1.N(C(OC(C)C)=O)=NC(OC(C)C)=O. (3) Reactant: [NH:1]([C:9]([O:11][C:12]([CH3:15])([CH3:14])[CH3:13])=[O:10])[C:2]([O:4][C:5]([CH3:8])([CH3:7])[CH3:6])=[O:3].C([O-])([O-])=O.[K+].[K+].Cl[CH2:23][C:24]1[O:25][C:26]2[CH:32]=[C:31]([C:33]3[C:41]4[C:36](=[CH:37][C:38]([F:42])=[CH:39][CH:40]=4)[N:35]([S:43]([C:46]4[CH:51]=[CH:50][CH:49]=[CH:48][CH:47]=4)(=[O:45])=[O:44])[CH:34]=3)[CH:30]=[CH:29][C:27]=2[N:28]=1.Cl. Product: [C:46]1([S:43]([N:35]2[C:36]3[C:41](=[CH:40][CH:39]=[C:38]([F:42])[CH:37]=3)[C:33]([C:31]3[CH:30]=[CH:29][C:27]4[N:28]=[C:24]([CH2:23][N:1]([C:2]([O:4][C:5]([CH3:6])([CH3:7])[CH3:8])=[O:3])[C:9](=[O:10])[O:11][C:12]([CH3:15])([CH3:14])[CH3:13])[O:25][C:26]=4[CH:32]=3)=[CH:34]2)(=[O:45])=[O:44])[CH:47]=[CH:48][CH:49]=[CH:50][CH:51]=1. The catalyst class is: 3. (4) Reactant: BrC1C(N2CCN(CC3C=NC=CC=3)CC2)=C2N=C(C3C=CC(CN)=CC=3)NC2=NC=1.[Br:32][C:33]1[C:34]([N:51]2[CH2:56][CH2:55][N:54]([CH2:57][C:58]3[CH:59]=[N:60][CH:61]=[CH:62][CH:63]=3)[CH2:53][CH2:52]2)=[C:35]2[N:41]=[C:40]([CH2:42][NH:43]C(=O)OC(C)(C)C)[NH:39][C:36]2=[N:37][CH:38]=1.C(O)(C(F)(F)F)=O. Product: [Br:32][C:33]1[C:34]([N:51]2[CH2:52][CH2:53][N:54]([CH2:57][C:58]3[CH:59]=[N:60][CH:61]=[CH:62][CH:63]=3)[CH2:55][CH2:56]2)=[C:35]2[N:41]=[C:40]([CH2:42][NH2:43])[NH:39][C:36]2=[N:37][CH:38]=1. The catalyst class is: 2. (5) Reactant: [F:1][C:2]([F:13])([F:12])[O:3][C:4]1[CH:11]=[CH:10][C:7]([CH:8]=[O:9])=[CH:6][CH:5]=1.[CH:14]([Mg]Br)=[CH2:15].O1CCCC1.[Cl-].[NH4+]. Product: [F:1][C:2]([F:12])([F:13])[O:3][C:4]1[CH:11]=[CH:10][C:7]([CH:8]([OH:9])[CH:14]=[CH2:15])=[CH:6][CH:5]=1. The catalyst class is: 7. (6) Reactant: [C:1]1(=[O:8])[CH:6]=[CH:5][C:4](=[O:7])[CH:3]=[CH:2]1.[CH:9]([N:12]1[CH2:17][CH2:16][O:15][CH2:14][CH2:13]1)=[CH:10][CH3:11]. Product: [CH3:11][CH:10]1[C:3]2[CH:2]=[C:1]([OH:8])[CH:6]=[CH:5][C:4]=2[O:7][CH:9]1[N:12]1[CH2:17][CH2:16][O:15][CH2:14][CH2:13]1. The catalyst class is: 11.